This data is from Full USPTO retrosynthesis dataset with 1.9M reactions from patents (1976-2016). The task is: Predict the reactants needed to synthesize the given product. Given the product [C:1]([C:3]1[CH:8]=[CH:7][C:6]([N:9]([CH2:17][C:18]([F:21])([F:19])[F:20])[CH2:10][CH:11]([CH3:16])[C:12]([OH:14])=[O:13])=[CH:5][C:4]=1[C:22]([F:23])([F:25])[F:24])#[N:2], predict the reactants needed to synthesize it. The reactants are: [C:1]([C:3]1[CH:8]=[CH:7][C:6]([N:9]([CH2:17][C:18]([F:21])([F:20])[F:19])[CH2:10][CH:11]([CH3:16])[C:12]([O:14]C)=[O:13])=[CH:5][C:4]=1[C:22]([F:25])([F:24])[F:23])#[N:2].[OH-].[Na+].